From a dataset of Reaction yield outcomes from USPTO patents with 853,638 reactions. Predict the reaction yield, written as a fraction of the theoretical maximum amount of product (1.0 means a 100% yield; for example, 0.34 means a 34% yield). The reactants are [O:1]1CCCC1.[CH2:6]([C:9]1[C:10]([Cl:35])=[N:11][C:12]2[N:13]([N:32]=[CH:33][CH:34]=2)[C:14]=1[N:15]([C:23]1[CH:28]=[CH:27][C:26]([O:29][CH2:30][CH3:31])=[CH:25][CH:24]=1)[C:16](=[O:22])[O:17][C:18]([CH3:21])([CH3:20])[CH3:19])[CH:7]=C.I([O-])(=O)(=O)=O.[Na+].S([O-])([O-])=O.[Na+].[Na+]. The catalyst is [Os](=O)(=O)(=O)=O.O. The product is [C:18]([O:17][C:16](=[O:22])[N:15]([C:14]1[N:13]2[N:32]=[CH:33][CH:34]=[C:12]2[N:11]=[C:10]([Cl:35])[C:9]=1[CH2:6][CH:7]=[O:1])[C:23]1[CH:28]=[CH:27][C:26]([O:29][CH2:30][CH3:31])=[CH:25][CH:24]=1)([CH3:20])([CH3:19])[CH3:21]. The yield is 0.590.